This data is from Acute oral toxicity (LD50) regression data from Zhu et al.. The task is: Regression/Classification. Given a drug SMILES string, predict its toxicity properties. Task type varies by dataset: regression for continuous values (e.g., LD50, hERG inhibition percentage) or binary classification for toxic/non-toxic outcomes (e.g., AMES mutagenicity, cardiotoxicity, hepatotoxicity). Dataset: ld50_zhu. (1) The molecule is CN(C)N=Nc1cccc(C(N)=O)c1. The rat oral LD50 is 3.55, given as -log10 of the dose in mol/kg body weight (higher means more acutely toxic). (2) The compound is O=C1c2cc(Cl)ccc2OC2CCON12. The rat oral LD50 is 2.16, given as -log10 of the dose in mol/kg body weight (higher means more acutely toxic). (3) The molecule is COc1ccc(-c2ccc(=O)n(CC(=O)N(C)C(C)Cc3ccccc3)n2)cc1. The rat oral LD50 is 2.52, given as -log10 of the dose in mol/kg body weight (higher means more acutely toxic).